This data is from Peptide-MHC class II binding affinity with 134,281 pairs from IEDB. The task is: Regression. Given a peptide amino acid sequence and an MHC pseudo amino acid sequence, predict their binding affinity value. This is MHC class II binding data. (1) The MHC is HLA-DQA10101-DQB10501 with pseudo-sequence HLA-DQA10101-DQB10501. The binding affinity (normalized) is 0.245. The peptide sequence is GNQNFLTVFDSTSCN. (2) The peptide sequence is GAISNMYAMMIARFKMFPEVKEKGM. The MHC is DRB1_0701 with pseudo-sequence DRB1_0701. The binding affinity (normalized) is 0.162. (3) The peptide sequence is AEMKTDAATLAQEAG. The MHC is DRB1_0802 with pseudo-sequence DRB1_0802. The binding affinity (normalized) is 0.557. (4) The peptide sequence is FMVAMFLAVAVVLGL. The MHC is HLA-DQA10104-DQB10503 with pseudo-sequence HLA-DQA10104-DQB10503. The binding affinity (normalized) is 0.231.